From a dataset of Full USPTO retrosynthesis dataset with 1.9M reactions from patents (1976-2016). Predict the reactants needed to synthesize the given product. (1) Given the product [Br:9][C:10]1[C:11]([CH:23]=[O:24])=[C:12]([F:19])[C:13]([CH2:16][CH2:17][CH3:18])=[CH:14][CH:15]=1, predict the reactants needed to synthesize it. The reactants are: [Li+].CC([N-]C(C)C)C.[Br:9][C:10]1[CH:15]=[CH:14][C:13]([CH2:16][CH2:17][CH3:18])=[C:12]([F:19])[CH:11]=1.CN([CH:23]=[O:24])C. (2) Given the product [OH:1][CH2:2][CH:3]([C:9]1[CH:14]=[C:13]([CH3:15])[CH:12]=[C:11]([O:16][CH3:17])[CH:10]=1)[C:4]([OH:6])=[O:5], predict the reactants needed to synthesize it. The reactants are: [OH:1][CH2:2][CH:3]([C:9]1[CH:14]=[C:13]([CH3:15])[CH:12]=[C:11]([O:16][CH3:17])[CH:10]=1)[C:4]([O:6]CC)=[O:5].[OH-].[Na+]. (3) The reactants are: [F:1][C:2]1[CH:7]=[CH:6][C:5]([OH:8])=[CH:4][CH:3]=1.[CH3:9][O:10][C:11](=[O:21])[C:12]1[CH:17]=[C:16]([CH2:18]O)[CH:15]=[C:14]([Cl:20])[CH:13]=1.C1(P(C2C=CC=CC=2)C2C=CC=CC=2)C=CC=CC=1.CCOC(/N=N/C(OCC)=O)=O. Given the product [CH3:9][O:10][C:11](=[O:21])[C:12]1[CH:17]=[C:16]([CH2:18][O:8][C:5]2[CH:6]=[CH:7][C:2]([F:1])=[CH:3][CH:4]=2)[CH:15]=[C:14]([Cl:20])[CH:13]=1, predict the reactants needed to synthesize it. (4) Given the product [F:43][C:30]([F:29])([F:42])[O:31][C:32]1[CH:37]=[CH:36][C:35]([S:38]([NH:1][CH2:2][CH:3]([OH:21])[CH2:4][N:5]2[C:11]3[CH:12]=[CH:13][CH:14]=[CH:15][C:10]=3[CH2:9][CH2:8][C:7]3[CH:16]=[CH:17][C:18]([Cl:20])=[CH:19][C:6]2=3)(=[O:40])=[O:39])=[CH:34][CH:33]=1, predict the reactants needed to synthesize it. The reactants are: [NH2:1][CH2:2][CH:3]([OH:21])[CH2:4][N:5]1[C:11]2[CH:12]=[CH:13][CH:14]=[CH:15][C:10]=2[CH2:9][CH2:8][C:7]2[CH:16]=[CH:17][C:18]([Cl:20])=[CH:19][C:6]1=2.C(N(CC)CC)C.[F:29][C:30]([F:43])([F:42])[O:31][C:32]1[CH:37]=[CH:36][C:35]([S:38](Cl)(=[O:40])=[O:39])=[CH:34][CH:33]=1.[Na+].[Cl-]. (5) Given the product [Cl:17][C:18]1[CH:28]=[CH:27][CH:26]=[C:25]([F:29])[C:19]=1[C:20]([NH:22][C:23](=[O:24])[N:4]([C:3]1[CH:6]=[CH:7][C:8]([S:10][C:11]([F:16])([F:15])[CH:12]([F:14])[F:13])=[CH:9][C:2]=1[F:1])[CH3:5])=[O:21], predict the reactants needed to synthesize it. The reactants are: [F:1][C:2]1[CH:9]=[C:8]([S:10][C:11]([F:16])([F:15])[CH:12]([F:14])[F:13])[CH:7]=[CH:6][C:3]=1[NH:4][CH3:5].[Cl:17][C:18]1[CH:28]=[CH:27][CH:26]=[C:25]([F:29])[C:19]=1[C:20]([N:22]=[C:23]=[O:24])=[O:21].CCCCCC. (6) Given the product [CH3:17][C:18]1[C:22]([C:23]([N:25]2[CH2:26][CH2:27][N:28]([CH3:31])[CH2:29][CH2:30]2)=[O:24])=[C:21]([CH3:32])[NH:20][C:19]=1[CH:33]=[C:9]1[C:8]2[C:12](=[CH:13][CH:14]=[CH:15][C:7]=2[C:5]2[CH:6]=[N:1][CH:2]=[N:3][CH:4]=2)[NH:11][C:10]1=[O:16], predict the reactants needed to synthesize it. The reactants are: [N:1]1[CH:6]=[C:5]([C:7]2[CH:15]=[CH:14][CH:13]=[C:12]3[C:8]=2[CH2:9][C:10](=[O:16])[NH:11]3)[CH:4]=[N:3][CH:2]=1.[CH3:17][C:18]1[C:22]([C:23]([N:25]2[CH2:30][CH2:29][N:28]([CH3:31])[CH2:27][CH2:26]2)=[O:24])=[C:21]([CH3:32])[NH:20][C:19]=1[CH:33]=O. (7) Given the product [OH:12][C@H:3]([CH2:4][O:5][C:6]1[CH:11]=[CH:10][CH:9]=[CH:8][CH:7]=1)[CH2:2][NH:1][C:24]([C@H:19]1[CH2:18][CH2:17][C:16]2[C:21](=[CH:22][CH:23]=[C:14]([I:13])[CH:15]=2)[O:20]1)=[O:25], predict the reactants needed to synthesize it. The reactants are: [NH2:1][CH2:2][C@H:3]([OH:12])[CH2:4][O:5][C:6]1[CH:11]=[CH:10][CH:9]=[CH:8][CH:7]=1.[I:13][C:14]1[CH:15]=[C:16]2[C:21](=[CH:22][CH:23]=1)[O:20][C@@H:19]([C:24](O)=[O:25])[CH2:18][CH2:17]2.Cl.CN(C)CCCN=C=NCC.ON1C2C=CC=CC=2N=N1.C(N(CC)CC)C.